This data is from Full USPTO retrosynthesis dataset with 1.9M reactions from patents (1976-2016). The task is: Predict the reactants needed to synthesize the given product. (1) Given the product [Cl:16][C:17]1[C:22]([Cl:23])=[CH:21][CH:20]=[CH:19][C:18]=1[N:24]1[CH2:29][CH2:28][N:27]([CH2:2][CH2:3][CH2:4][CH2:5][O:6][C:7]2[C:8]3[N:9]([CH:13]=[CH:14][N:15]=3)[CH:10]=[CH:11][CH:12]=2)[CH2:26][CH2:25]1, predict the reactants needed to synthesize it. The reactants are: Br[CH2:2][CH2:3][CH2:4][CH2:5][O:6][C:7]1[C:8]2[N:9]([CH:13]=[CH:14][N:15]=2)[CH:10]=[CH:11][CH:12]=1.[Cl:16][C:17]1[C:22]([Cl:23])=[CH:21][CH:20]=[CH:19][C:18]=1[N:24]1[CH2:29][CH2:28][NH:27][CH2:26][CH2:25]1. (2) Given the product [OH:4][CH2:5][C:6]1[C:7]([S:37]([CH3:40])(=[O:38])=[O:39])=[CH:8][C:9]2[N:13]3[CH2:14][CH2:15][N:16]([C:21]4[N:26]=[C:25]([C:27]([F:29])([F:28])[F:30])[C:24]([C:31]([OH:33])=[O:32])=[CH:23][N:22]=4)[C@H:17]([CH:18]([CH3:20])[CH3:19])[C:12]3=[N:11][C:10]=2[CH:36]=1.[OH:4][CH2:5][C:6]1[C:7]([S:37]([CH3:40])(=[O:38])=[O:39])=[CH:8][C:9]2[N:13]3[CH2:14][CH2:15][N:16]([C:21]4[N:26]=[C:25]([C:27]([F:29])([F:28])[F:30])[C:24]([C:31]([OH:33])=[O:32])=[CH:23][N:22]=4)[C@@H:17]([CH:18]([CH3:20])[CH3:19])[C:12]3=[N:11][C:10]=2[CH:36]=1, predict the reactants needed to synthesize it. The reactants are: C([O:4][CH2:5][C:6]1[C:7]([S:37]([CH3:40])(=[O:39])=[O:38])=[CH:8][C:9]2[N:13]3[CH2:14][CH2:15][N:16]([C:21]4[N:26]=[C:25]([C:27]([F:30])([F:29])[F:28])[C:24]([C:31]([O:33]CC)=[O:32])=[CH:23][N:22]=4)[C@H:17]([CH:18]([CH3:20])[CH3:19])[C:12]3=[N:11][C:10]=2[CH:36]=1)(=O)C.O[Li].O. (3) Given the product [F:1][C:2]1[CH:7]=[N:6][C:5]2[NH:8][CH:9]=[C:10]([I:13])[C:4]=2[C:3]=1[CH:11]=[O:12], predict the reactants needed to synthesize it. The reactants are: [F:1][C:2]1[CH:7]=[N:6][C:5]2[NH:8][CH:9]=[CH:10][C:4]=2[C:3]=1[CH:11]=[O:12].[I:13]I.[I-].[Na+].[OH-].[Na+]. (4) The reactants are: [C:1]([C:3]1([NH:9][C:10](=[O:16])[O:11][C:12]([CH3:15])([CH3:14])[CH3:13])[CH2:8][CH2:7][O:6][CH2:5][CH2:4]1)#[N:2].[BH4-].[Na+].C(OCC)(=O)C.[OH-].[Na+]. Given the product [NH2:2][CH2:1][C:3]1([NH:9][C:10](=[O:16])[O:11][C:12]([CH3:14])([CH3:13])[CH3:15])[CH2:4][CH2:5][O:6][CH2:7][CH2:8]1, predict the reactants needed to synthesize it.